From a dataset of Full USPTO retrosynthesis dataset with 1.9M reactions from patents (1976-2016). Predict the reactants needed to synthesize the given product. (1) Given the product [C:24]([OH:26])(=[O:25])[CH3:23].[F:22][C:2]([F:1])([F:21])[C:3]([NH:5][C:6]1[CH:11]=[C:10]([CH3:12])[C:9]([CH:13]2[CH2:18][CH2:17][NH:16][CH2:15][CH2:14]2)=[CH:8][C:7]=1[O:19][CH3:20])=[O:4], predict the reactants needed to synthesize it. The reactants are: [F:1][C:2]([F:22])([F:21])[C:3]([NH:5][C:6]1[CH:11]=[C:10]([CH3:12])[C:9]([C:13]2[CH:18]=[CH:17][N:16]=[CH:15][CH:14]=2)=[CH:8][C:7]=1[O:19][CH3:20])=[O:4].[CH3:23][C:24]([OH:26])=[O:25]. (2) Given the product [Cl:1][C:2]1[CH:7]=[C:6]([C:8]([F:11])([F:10])[F:9])[CH:5]=[C:4]([F:12])[C:3]=1[N:13]1[C:17]([CH3:18])=[C:16]([S:19]([C:21]([F:24])([F:22])[F:23])=[O:20])[C:15]([C:25]#[N:27])=[N:14]1, predict the reactants needed to synthesize it. The reactants are: [Cl:1][C:2]1[CH:7]=[C:6]([C:8]([F:11])([F:10])[F:9])[CH:5]=[C:4]([F:12])[C:3]=1[N:13]1[C:17]([CH3:18])=[C:16]([S:19]([C:21]([F:24])([F:23])[F:22])=[O:20])[C:15]([C:25]([NH2:27])=O)=[N:14]1.C(N(CC)CC)C.FC(F)(F)C(OC(=O)C(F)(F)F)=O. (3) Given the product [CH3:12][O:11][C:9]1[C:8]([O:13][CH3:14])=[CH:7][C:3]([C:4]([NH2:6])=[O:5])=[C:2]([NH:1][C:25]2[CH:24]=[CH:20][CH:19]=[C:18]([N+:15]([O-:17])=[O:16])[CH:26]=2)[CH:10]=1, predict the reactants needed to synthesize it. The reactants are: [NH2:1][C:2]1[CH:10]=[C:9]([O:11][CH3:12])[C:8]([O:13][CH3:14])=[CH:7][C:3]=1[C:4]([NH2:6])=[O:5].[N+:15]([C:18]1[CH:19]=[C:20]([CH:24]=[CH:25][CH:26]=1)C(Cl)=O)([O-:17])=[O:16]. (4) Given the product [CH3:32][C:31]([CH3:34])([CH3:33])[CH2:30][O:29][C:27]([N:16]1[CH2:15][CH2:14][N:13]([CH:10]([CH2:11][CH3:12])[C:9]#[C:8][C:4]2[CH:5]=[CH:6][CH:7]=[C:2]([Cl:1])[CH:3]=2)[CH2:18][CH2:17]1)=[O:28], predict the reactants needed to synthesize it. The reactants are: [Cl:1][C:2]1[CH:3]=[C:4]([C:8]#[C:9][CH:10]([N:13]2[CH2:18][CH2:17][NH:16][CH2:15][CH2:14]2)[CH2:11][CH3:12])[CH:5]=[CH:6][CH:7]=1.C(N(CC)CC)C.Cl[C:27]([O:29][CH2:30][C:31]([CH3:34])([CH3:33])[CH3:32])=[O:28].